This data is from Forward reaction prediction with 1.9M reactions from USPTO patents (1976-2016). The task is: Predict the product of the given reaction. Given the reactants [CH3:1][C:2]1[C:7]([CH3:8])=[C:6]([NH:9][CH2:10][C:11]([NH:14][C:15](=[O:17])[CH3:16])([CH3:13])[CH3:12])[C:5]([N+:18]([O-])=O)=[C:4]([O:21][C:22]2[CH:27]=[CH:26][CH:25]=[CH:24][CH:23]=2)[N:3]=1, predict the reaction product. The product is: [NH2:18][C:5]1[C:4]([O:21][C:22]2[CH:23]=[CH:24][CH:25]=[CH:26][CH:27]=2)=[N:3][C:2]([CH3:1])=[C:7]([CH3:8])[C:6]=1[NH:9][CH2:10][C:11]([NH:14][C:15](=[O:17])[CH3:16])([CH3:12])[CH3:13].